Predict the reactants needed to synthesize the given product. From a dataset of Full USPTO retrosynthesis dataset with 1.9M reactions from patents (1976-2016). (1) Given the product [Cl:1][C:2]1[N:11]=[C:10]([NH:26][C:23]2[CH:24]=[CH:25][C:20]([O:19][CH3:18])=[CH:21][CH:22]=2)[C:9]2[C:4](=[CH:5][CH:6]=[C:7]([C:13]3[O:14][CH:15]=[CH:16][CH:17]=3)[CH:8]=2)[N:3]=1, predict the reactants needed to synthesize it. The reactants are: [Cl:1][C:2]1[N:11]=[C:10](Cl)[C:9]2[C:4](=[CH:5][CH:6]=[C:7]([C:13]3[O:14][CH:15]=[CH:16][CH:17]=3)[CH:8]=2)[N:3]=1.[CH3:18][O:19][C:20]1[CH:25]=[CH:24][C:23]([NH2:26])=[CH:22][CH:21]=1.C(N(CC)CC)C.CCOC(C)=O. (2) Given the product [F:10][C:7]([F:8])([F:9])[C:6]([N:15]1[CH2:16][CH2:17][C:18]2[C:23](=[CH:22][CH:21]=[CH:20][CH:19]=2)[CH2:14]1)=[O:11], predict the reactants needed to synthesize it. The reactants are: [F:8][C:7]([F:10])([F:9])[C:6](O[C:6](=[O:11])[C:7]([F:10])([F:9])[F:8])=[O:11].[CH2:14]1[C:23]2[C:18](=[CH:19][CH:20]=[CH:21][CH:22]=2)[CH2:17][CH2:16][NH:15]1. (3) Given the product [Br:1][C:2]1[CH:7]=[CH:6][C:5]([C:8]2([C:11]([OH:17])=[O:13])[CH2:10][CH2:9]2)=[CH:4][CH:3]=1, predict the reactants needed to synthesize it. The reactants are: [Br:1][C:2]1[CH:7]=[CH:6][C:5]([C:8]2([C:11]#N)[CH2:10][CH2:9]2)=[CH:4][CH:3]=1.[OH-:13].[Na+].CC[OH:17]. (4) Given the product [CH2:2]([N:9]([CH2:32][C@H:31]([OH:33])[CH2:30][O:23][C:24]1[CH:29]=[CH:28][CH:27]=[CH:26][CH:25]=1)[CH:10]1[CH2:16][CH2:15][CH2:14][C:13]2[CH:17]=[C:18]([O:21][CH3:22])[CH:19]=[CH:20][C:12]=2[CH2:11]1)[C:3]1[CH:4]=[CH:5][CH:6]=[CH:7][CH:8]=1, predict the reactants needed to synthesize it. The reactants are: Cl.[CH2:2]([NH:9][CH:10]1[CH2:16][CH2:15][CH2:14][C:13]2[CH:17]=[C:18]([O:21][CH3:22])[CH:19]=[CH:20][C:12]=2[CH2:11]1)[C:3]1[CH:8]=[CH:7][CH:6]=[CH:5][CH:4]=1.[O:23]([CH2:30][C@H:31]1[O:33][CH2:32]1)[C:24]1[CH:29]=[CH:28][CH:27]=[CH:26][CH:25]=1.C(NC1CCCC2C=C(OC)C=CC=2C1)C1C=CC=CC=1.FC(F)(F)S([O-])(=O)=O.[Yb+3].FC(F)(F)S([O-])(=O)=O.FC(F)(F)S([O-])(=O)=O. (5) Given the product [F:1][C:2]([F:12])([F:11])[C:3]1[CH:8]=[C:7]([CH:6]=[CH:5][N:4]=1)[C:9]([OH:15])=[O:13], predict the reactants needed to synthesize it. The reactants are: [F:1][C:2]([F:12])([F:11])[C:3]1[CH:8]=[C:7]([C:9]#N)[CH:6]=[CH:5][N:4]=1.[OH-:13].[Na+].[OH2:15].Cl.